From a dataset of Forward reaction prediction with 1.9M reactions from USPTO patents (1976-2016). Predict the product of the given reaction. (1) Given the reactants [F:1][C:2]([F:7])([F:6])[C:3]([OH:5])=[O:4].[NH2:8][C@@H:9]1C[CH2:12][N:11]([C:14]2[N:22]=[C:21]3[C:17]([N:18]=[CH:19][N:20]3[C@@H:23]3[CH2:27][C@H:26]([NH:28][C:29](=[O:39])[CH2:30]OCC4C=CC=CC=4)[C@@H:25]([OH:40])[C@H:24]3[OH:41])=[C:16]([NH:42][CH2:43][CH:44]([C:51]3[CH:56]=[CH:55][CH:54]=[CH:53][CH:52]=3)[C:45]3[CH:50]=[CH:49]C=C[CH:46]=3)[N:15]=2)[CH2:10]1.[CH2:57](N1CC[C@H](NC)C1)[C:58]1[CH:63]=[CH:62][CH:61]=[CH:60][CH:59]=1.F[C:72](F)(F)[C:73](O)=O.Cl[C:79]1N=C2C(N=CN2[C@@H]2C[C@H](NC(=O)CC)[C@@H](O)[C@H]2O)=C(NCC(C2C=CC(F)=CC=2)C2C=CC=CC=2)N=1.C(OC(=O)N([C@H]1C[C@@H](N2C=NC3C2=NC(Cl)=NC=3Cl)[C@H](O)[C@@H]1O)C(=O)CC)(C)(C)C.C(N)(=O)CC, predict the reaction product. The product is: [F:1][C:2]([F:7])([F:6])[C:3]([OH:5])=[O:4].[CH2:57]([N:8]1[CH2:73][CH2:72][C@H:10]([N:11]([CH3:12])[C:14]2[N:22]=[C:21]3[C:17]([N:18]=[CH:19][N:20]3[C@@H:23]3[CH2:27][C@H:26]([NH:28][C:29](=[O:39])[CH2:30][CH3:79])[C@@H:25]([OH:40])[C@H:24]3[OH:41])=[C:16]([NH:42][CH2:43][CH:44]([C:45]3[CH:50]=[CH:49][C:2]([F:7])=[CH:3][CH:46]=3)[C:51]3[CH:52]=[CH:53][CH:54]=[CH:55][CH:56]=3)[N:15]=2)[CH2:9]1)[C:58]1[CH:63]=[CH:62][CH:61]=[CH:60][CH:59]=1. (2) Given the reactants [C:1]([C:9]1[CH:14]=[CH:13][CH:12]=[CH:11][CH:10]=1)(=O)[C:2]1[CH:7]=[CH:6][CH:5]=[CH:4][CH:3]=1, predict the reaction product. The product is: [C:2]1([C:1]([C:9]2[CH:14]=[CH:13][CH:12]=[CH:11][CH:10]=2)=[C:1]([C:2]2[CH:7]=[CH:6][CH:5]=[CH:4][CH:3]=2)[C:9]2[CH:14]=[CH:13][CH:12]=[CH:11][CH:10]=2)[CH:7]=[CH:6][CH:5]=[CH:4][CH:3]=1. (3) Given the reactants C(OC([N:8]1[CH2:13][CH2:12][CH:11]([C:14]2[C:18]3[S:19][C:20]([CH2:22][O:23][CH3:24])=[CH:21][C:17]=3[O:16][N:15]=2)[CH2:10][CH2:9]1)=O)(C)(C)C.[ClH:25], predict the reaction product. The product is: [ClH:25].[CH3:24][O:23][CH2:22][C:20]1[S:19][C:18]2[C:14]([CH:11]3[CH2:10][CH2:9][NH:8][CH2:13][CH2:12]3)=[N:15][O:16][C:17]=2[CH:21]=1. (4) Given the reactants [C:1]1(B(O)O)[CH:6]=[CH:5][C:4](B(O)O)=[CH:3][CH:2]=1.[C:13](=[O:16])([O-:15])[O-].[Cs+].[Cs+].Br[C:20]1[O:24][C:23]([C:25]([OH:27])=[O:26])=[CH:22][CH:21]=1, predict the reaction product. The product is: [C:1]1([C:20]2[O:24][C:23]([C:25]([OH:27])=[O:26])=[CH:22][CH:21]=2)[CH:6]=[CH:5][C:4]([C:23]2[O:24][C:20]([C:13]([OH:15])=[O:16])=[CH:21][CH:22]=2)=[CH:3][CH:2]=1. (5) Given the reactants [CH3:1]C(C)([O-])C.[K+].[I-].C[S+](C)C.[CH3:12][CH:13]([CH3:22])[C:14]([C:16]1[CH:21]=[CH:20][N:19]=[CH:18][CH:17]=1)=[O:15], predict the reaction product. The product is: [CH:13]([C:14]1([C:16]2[CH:21]=[CH:20][N:19]=[CH:18][CH:17]=2)[CH2:1][O:15]1)([CH3:22])[CH3:12]. (6) Given the reactants [S:1]1[C:5]2[CH:6]=[CH:7][CH:8]=[CH:9][C:4]=2[CH:3]=[C:2]1[C:10]([NH:12][C@H:13]([C:18]([OH:20])=O)[CH2:14][CH:15]([CH3:17])[CH3:16])=[O:11].[NH2:21][CH2:22][C@@H:23]1[C@@H:27]([CH2:28][O:29][CH2:30][C:31]2[CH:36]=[CH:35][CH:34]=[CH:33][CH:32]=2)[O:26][CH2:25][CH2:24]1.C1C=C2C(N(O)N=NC2=CC=1)=O.CCN=C=NCCCN(C)C.Cl.CN1CCOCC1, predict the reaction product. The product is: [CH3:17][CH:15]([CH3:16])[CH2:14][C@H:13]([NH:12][C:10]([C:2]1[S:1][C:5]2[CH:6]=[CH:7][CH:8]=[CH:9][C:4]=2[CH:3]=1)=[O:11])[C:18]([NH:21][CH2:22][C@H:23]1[CH2:24][CH2:25][O:26][C@@H:27]1[CH2:28][O:29][CH2:30][C:31]1[CH:32]=[CH:33][CH:34]=[CH:35][CH:36]=1)=[O:20].